This data is from Retrosynthesis with 50K atom-mapped reactions and 10 reaction types from USPTO. The task is: Predict the reactants needed to synthesize the given product. (1) Given the product CNC(=O)O[C@@H]1OC=C(C(=O)OC/C=C(\C)CCC=C(C)C)[C@H]2C[C@@H]3O[C@]3(C)[C@H]12, predict the reactants needed to synthesize it. The reactants are: CC(C)=CCC/C(C)=C/CO.CNC(=O)O[C@@H]1OC=C(C(=O)O)[C@H]2C[C@@H]3O[C@]3(C)[C@H]12. (2) Given the product Cc1ccn2c(C(=O)Nc3cc(-c4noc(CCC(C)(C)O)n4)ccc3C)cnc2c1, predict the reactants needed to synthesize it. The reactants are: Cc1ccc(-c2noc(CCC(C)(C)O)n2)cc1N.Cc1ccn2c(C(=O)O)cnc2c1. (3) The reactants are: COC(=O)C(CCC(=O)O)NC(=O)OC(C)(C)C. Given the product COC(=O)C(CCCO)NC(=O)OC(C)(C)C, predict the reactants needed to synthesize it. (4) Given the product Cc1noc(-c2ccc(C#CCC(C)(C)C(=O)O)cc2)c1NC(=O)OC(C)c1ccccc1Cl, predict the reactants needed to synthesize it. The reactants are: CCOC(=O)C(C)(C)CC#Cc1ccc(-c2onc(C)c2NC(=O)OC(C)c2ccccc2Cl)cc1. (5) The reactants are: COC(=O)c1ccc(C)nc1Cl.O=C(NCC12CC3CC(CC(C3)C1)C2)c1cc(B(O)O)ccc1Cl. Given the product COC(=O)c1ccc(C)nc1-c1ccc(Cl)c(C(=O)NCC23CC4CC(CC(C4)C2)C3)c1, predict the reactants needed to synthesize it. (6) Given the product CCn1ncc2c(Cl)c3cc(S(C)=O)ccc3nc21, predict the reactants needed to synthesize it. The reactants are: CCn1ncc2c(Cl)c3cc(SC)ccc3nc21.O=C([O-])O. (7) Given the product S=C=NCC(c1ccccc1)c1ccccc1, predict the reactants needed to synthesize it. The reactants are: NCC(c1ccccc1)c1ccccc1.S=C(Cl)Cl.